The task is: Predict the reaction yield, written as a fraction of the theoretical maximum amount of product (1.0 means a 100% yield; for example, 0.34 means a 34% yield).. This data is from Reaction yield outcomes from USPTO patents with 853,638 reactions. The reactants are [CH3:1][C:2]1[N:6]([CH2:7][C:8]2[CH:13]=[CH:12][C:11]([CH3:14])=[CH:10][CH:9]=2)[N:5]=[C:4]([C:15](OC)=[O:16])[CH:3]=1.[H-].[Al+3].[Li+].[H-].[H-].[H-].O.[OH-].[Na+]. The catalyst is C1COCC1. The product is [CH3:1][C:2]1[N:6]([CH2:7][C:8]2[CH:13]=[CH:12][C:11]([CH3:14])=[CH:10][CH:9]=2)[N:5]=[C:4]([CH2:15][OH:16])[CH:3]=1. The yield is 0.950.